This data is from Full USPTO retrosynthesis dataset with 1.9M reactions from patents (1976-2016). The task is: Predict the reactants needed to synthesize the given product. (1) Given the product [F:1][C:2]1[CH:3]=[CH:4][C:5]([NH:8][C:9](=[O:35])[NH:10][C:11]2[CH:16]=[CH:15][C:14]([C:17]3[CH:18]=[C:19]4[C:23](=[CH:24][CH:25]=3)[C:22](=[O:26])[N:21]([C@@H:27]([CH:32]([CH3:33])[CH3:34])[C:28]([OH:30])=[O:29])[CH2:20]4)=[CH:13][CH:12]=2)=[CH:6][CH:7]=1, predict the reactants needed to synthesize it. The reactants are: [F:1][C:2]1[CH:7]=[CH:6][C:5]([NH:8][C:9](=[O:35])[NH:10][C:11]2[CH:16]=[CH:15][C:14]([C:17]3[CH:18]=[C:19]4[C:23](=[CH:24][CH:25]=3)[C:22](=[O:26])[N:21]([C@@H:27]([CH:32]([CH3:34])[CH3:33])[C:28]([O:30]C)=[O:29])[CH2:20]4)=[CH:13][CH:12]=2)=[CH:4][CH:3]=1.CO.[Li+].[OH-].Cl. (2) Given the product [C:17]([O:20][C:21]1[CH:29]=[CH:28][CH:27]=[CH:26][C:22]=1[C:23]([O:16][C:12]1[CH:13]=[CH:14][CH:15]=[C:10]([CH2:9][O:8][Si:1]([C:4]([CH3:7])([CH3:6])[CH3:5])([CH3:3])[CH3:2])[CH:11]=1)=[O:24])(=[O:19])[CH3:18], predict the reactants needed to synthesize it. The reactants are: [Si:1]([O:8][CH2:9][C:10]1[CH:11]=[C:12]([OH:16])[CH:13]=[CH:14][CH:15]=1)([C:4]([CH3:7])([CH3:6])[CH3:5])([CH3:3])[CH3:2].[C:17]([O:20][C:21]1[C:22](=[CH:26][CH:27]=[CH:28][CH:29]=1)[C:23](Cl)=[O:24])(=[O:19])[CH3:18].C(N(CC)CC)C. (3) Given the product [F:1][C:2]([F:7])([F:6])[C:3]([OH:5])=[O:4].[F:8][C:9]([F:14])([F:13])[C:10]([OH:12])=[O:11].[Cl:15][C:16]1[CH:17]=[N:18][C:19]2[NH:20][C:21]3[CH:22]=[N:23][CH:24]=[C:25]([CH:47]=3)[CH2:26][CH2:27][C:28]3[CH:36]=[C:32]([NH:33][C:34]=1[N:35]=2)[CH:31]=[CH:30][C:29]=3[NH:37][C:38](=[O:46])[CH2:39][CH:40]1[CH2:45][CH2:44][N:43]([C:54]([C:53]2[C:49]([CH3:48])=[N:50][O:51][CH:52]=2)=[O:55])[CH2:42][CH2:41]1, predict the reactants needed to synthesize it. The reactants are: [F:1][C:2]([F:7])([F:6])[C:3]([OH:5])=[O:4].[F:8][C:9]([F:14])([F:13])[C:10]([OH:12])=[O:11].[Cl:15][C:16]1[CH:17]=[N:18][C:19]2[NH:20][C:21]3[CH:22]=[N:23][CH:24]=[C:25]([CH:47]=3)[CH2:26][CH2:27][C:28]3[CH:36]=[C:32]([NH:33][C:34]=1[N:35]=2)[CH:31]=[CH:30][C:29]=3[NH:37][C:38](=[O:46])[CH2:39][CH:40]1[CH2:45][CH2:44][NH:43][CH2:42][CH2:41]1.[CH3:48][C:49]1[C:53]([C:54](O)=[O:55])=[CH:52][O:51][N:50]=1. (4) Given the product [ClH:4].[NH2:5][C:6]1[C:11]([C:12]2[CH:13]=[CH:14][C:15]([NH:18][C:19]([C:21]3[C:26](=[O:27])[C:25]([C:28]4[CH:29]=[CH:30][C:31]([F:34])=[CH:32][CH:33]=4)=[CH:24][N:23]([CH2:35][C:36]([F:37])([F:38])[F:39])[CH:22]=3)=[O:20])=[CH:16][CH:17]=2)=[CH:10][C:9]([C:40]2[CH:45]=[CH:44][C:43]([O:46][CH3:47])=[C:42]([O:48][CH3:49])[CH:41]=2)=[CH:8][N:7]=1, predict the reactants needed to synthesize it. The reactants are: C(O)C.[ClH:4].[NH2:5][C:6]1[C:11]([C:12]2[CH:17]=[CH:16][C:15]([NH:18][C:19]([C:21]3[C:26](=[O:27])[C:25]([C:28]4[CH:33]=[CH:32][C:31]([F:34])=[CH:30][CH:29]=4)=[CH:24][N:23]([CH2:35][C:36]([F:39])([F:38])[F:37])[CH:22]=3)=[O:20])=[CH:14][CH:13]=2)=[CH:10][C:9]([C:40]2[CH:45]=[CH:44][C:43]([O:46][CH3:47])=[C:42]([O:48][CH3:49])[CH:41]=2)=[CH:8][N:7]=1. (5) Given the product [CH3:19][O:20][C:21]1[CH:30]=[CH:29][CH:28]=[CH:27][C:22]=1[O:23][CH2:24][CH2:25][NH:26][CH2:18][CH:2]([OH:1])[CH2:3][O:4][C:5]1[CH:6]=[CH:7][CH:8]=[C:9]2[NH:10][C:11]3[CH:12]=[CH:13][CH:14]=[CH:15][C:16]=3[C:17]=12, predict the reactants needed to synthesize it. The reactants are: [O:1]1[CH2:18][CH:2]1[CH2:3][O:4][C:5]1[C:17]2[C:16]3[C:11](=[CH:12][CH:13]=[CH:14][CH:15]=3)[NH:10][C:9]=2[CH:8]=[CH:7][CH:6]=1.[CH3:19][O:20][C:21]1[CH:30]=[CH:29][CH:28]=[CH:27][C:22]=1[O:23][CH2:24][CH2:25][NH2:26]. (6) The reactants are: [CH2:1]([NH:3][C:4]([NH:6][C:7]1[N:12]=[CH:11][C:10]([C:13]2[CH:22]=[C:21]3[C:16]([C:17](=[O:35])[C:18]([C:30]([O:32]CC)=[O:31])=[CH:19][N:20]3[CH2:23][C:24]3[N:28]=[C:27]([CH3:29])[O:26][N:25]=3)=[CH:15][CH:14]=2)=[C:9]([C:36]2[S:37][CH:38]=[C:39]([C:41]([F:44])([F:43])[F:42])[N:40]=2)[CH:8]=1)=[O:5])[CH3:2].[OH-].[K+]. Given the product [CH2:1]([NH:3][C:4]([NH:6][C:7]1[N:12]=[CH:11][C:10]([C:13]2[CH:22]=[C:21]3[C:16]([C:17](=[O:35])[C:18]([C:30]([OH:32])=[O:31])=[CH:19][N:20]3[CH2:23][C:24]3[N:28]=[C:27]([CH3:29])[O:26][N:25]=3)=[CH:15][CH:14]=2)=[C:9]([C:36]2[S:37][CH:38]=[C:39]([C:41]([F:42])([F:43])[F:44])[N:40]=2)[CH:8]=1)=[O:5])[CH3:2], predict the reactants needed to synthesize it.